From a dataset of Retrosynthesis with 50K atom-mapped reactions and 10 reaction types from USPTO. Predict the reactants needed to synthesize the given product. (1) Given the product O=C(O)c1c(Cl)cc(=O)n2c1CCC2, predict the reactants needed to synthesize it. The reactants are: COC(=O)c1c(Cl)cc(=O)n2c1CCC2. (2) Given the product CS(=O)(=O)NC(=O)c1ccc(-c2ccc(CCNC[C@H](O)c3ccccc3)cc2)cc1OC1CCCCC1, predict the reactants needed to synthesize it. The reactants are: CC(C)(C)OC(=O)N(CCc1ccc(-c2ccc(C(=O)NS(C)(=O)=O)c(OC3CCCCC3)c2)cc1)C[C@H](O)c1ccccc1. (3) Given the product O=C(N[C@@H](CC1CCCC1)C(=O)NC1CCCN(C(=O)c2ccco2)CC1O)c1ccco1, predict the reactants needed to synthesize it. The reactants are: O=C(N[C@@H](CC1CCCC1)C(=O)NC1CCCNCC1O)c1ccco1.O=C(O)c1ccco1. (4) Given the product CCC(CCc1ccc(O)cc1)(COC(C)=O)NC(=O)OC(C)(C)C, predict the reactants needed to synthesize it. The reactants are: CCC(CCc1ccc(OCc2ccccc2)cc1)(COC(C)=O)NC(=O)OC(C)(C)C. (5) Given the product CCOC(=O)C1(C(C#N)NC(=O)OC(C)(C)C)CC1, predict the reactants needed to synthesize it. The reactants are: CC(C)(C)OC(=O)OC(=O)OC(C)(C)C.CCOC(=O)C1(C(N)C#N)CC1. (6) Given the product CC(C)S(=O)(=O)c1ccccc1Nc1nc(Nc2ccc3c(c2)C(C)(C)CCC(=O)N3C)ncc1Cl, predict the reactants needed to synthesize it. The reactants are: CC(C)S(=O)(=O)c1ccccc1Nc1nc(Cl)ncc1Cl.CN1C(=O)CCC(C)(C)c2cc(N)ccc21.